Dataset: Full USPTO retrosynthesis dataset with 1.9M reactions from patents (1976-2016). Task: Predict the reactants needed to synthesize the given product. (1) Given the product [F:1][C:2]1[CH:7]=[CH:6][C:5]([S:8]([N:11]([C:16]2[C:25]([C:26]([O:28][CH3:29])=[O:27])=[C:24]3[C:19]([C@H:20]4[CH2:30][C@H:21]4[CH2:22][O:23]3)=[CH:18][CH:17]=2)[C:12]([O:14][CH3:15])=[O:13])(=[O:9])=[O:10])=[C:4](/[CH:31]=[CH:32]\[CH2:33][N:79]2[CH2:83][CH2:82][C@@H:81]([C:84]([OH:87])([CH3:86])[CH3:85])[CH2:80]2)[CH:3]=1, predict the reactants needed to synthesize it. The reactants are: [F:1][C:2]1[CH:7]=[CH:6][C:5]([S:8]([N:11]([C:16]2[C:25]([C:26]([O:28][CH3:29])=[O:27])=[C:24]3[C:19]([C@H:20]4[CH2:30][C@H:21]4[CH2:22][O:23]3)=[CH:18][CH:17]=2)[C:12]([O:14][CH3:15])=[O:13])(=[O:10])=[O:9])=[C:4](/[CH:31]=[CH:32]\[CH2:33]N2CC[C@H](CO)C2)[CH:3]=1.FC1C=CC(S(N(C2C(C(OC)=O)=C3C([C@H]4C[C@H]4CO3)=CC=2)C(OC)=O)(=O)=O)=C(/C=C\COS(C)(=O)=O)C=1.[NH:79]1[CH2:83][CH2:82][C@@H:81]([C:84]([OH:87])([CH3:86])[CH3:85])[CH2:80]1. (2) Given the product [CH2:1]([C:3]1[CH:8]=[CH:7][C:6]([CH:9]2[CH2:10][N:11]([C:17]([N:19]3[CH2:20][CH2:21][O:22][CH2:23][CH2:24]3)=[O:18])[CH2:12][CH:13]([CH:15]=[O:16])[CH2:14]2)=[CH:5][CH:4]=1)[CH3:2], predict the reactants needed to synthesize it. The reactants are: [CH2:1]([C:3]1[CH:8]=[CH:7][C:6]([CH:9]2[CH2:14][CH:13]([CH2:15][OH:16])[CH2:12][N:11]([C:17]([N:19]3[CH2:24][CH2:23][O:22][CH2:21][CH2:20]3)=[O:18])[CH2:10]2)=[CH:5][CH:4]=1)[CH3:2].CC(OI1(OC(C)=O)(OC(C)=O)OC(=O)C2C=CC=CC1=2)=O. (3) Given the product [C:33]([Si:20]([C:27]1[CH:32]=[CH:31][CH:30]=[CH:29][CH:28]=1)([C:21]1[CH:22]=[CH:23][CH:24]=[CH:25][CH:26]=1)[O:19][CH2:18][CH2:17][C:14]1[CH:15]=[CH:16][C:11]([C:8]2[S:9][CH:10]=[C:6]([C:4]([OH:5])=[O:3])[N:7]=2)=[N:12][CH:13]=1)([CH3:36])([CH3:34])[CH3:35], predict the reactants needed to synthesize it. The reactants are: C([O:3][C:4]([C:6]1[N:7]=[C:8]([C:11]2[CH:16]=[CH:15][C:14]([CH2:17][CH2:18][O:19][Si:20]([C:33]([CH3:36])([CH3:35])[CH3:34])([C:27]3[CH:32]=[CH:31][CH:30]=[CH:29][CH:28]=3)[C:21]3[CH:26]=[CH:25][CH:24]=[CH:23][CH:22]=3)=[CH:13][N:12]=2)[S:9][CH:10]=1)=[O:5])C.[OH-].[Li+]. (4) Given the product [CH3:2][CH2:3][C@H:4]1[O:19][C:17](=[O:18])[C@H:16]([CH3:20])[C@@H:15]([O:21][C@@H:22]2[O:27][C@@H:26]([CH3:28])[C@H:25]([OH:29])[C@@:24]([O:31][CH3:32])([CH3:30])[CH2:23]2)[C@H:14]([CH3:33])[C@@H:13]([O:34][C@@H:35]2[O:40][C@H:39]([CH3:41])[CH2:38][C@H:37]([N:42]([CH3:43])[CH3:44])[C@H:36]2[OH:45])[C@@:12]([O:47][CH3:48])([CH3:46])[CH2:11][C@@H:10]([CH3:49])[C:8](=[O:9])[C@H:7]([CH3:50])[C@@H:6]([OH:51])[C@@:5]1([OH:53])[CH3:52], predict the reactants needed to synthesize it. The reactants are: Cl.[CH3:2][CH2:3][C@H:4]1[O:19][C:17](=[O:18])[C@H:16]([CH3:20])[C@@H:15]([O:21][C@@H:22]2[O:27][C@@H:26]([CH3:28])[C@H:25]([OH:29])[C@@:24]([O:31][CH3:32])([CH3:30])[CH2:23]2)[C@H:14]([CH3:33])[C@@H:13]([O:34][C@@H:35]2[O:40][C@H:39]([CH3:41])[CH2:38][C@H:37]([N:42]([CH3:44])[CH3:43])[C@H:36]2[OH:45])[C@@:12]([O:47][CH3:48])([CH3:46])[CH2:11][C@@H:10]([CH3:49])[C:8](=[O:9])[C@H:7]([CH3:50])[C@@H:6]([OH:51])[C@@:5]1([OH:53])[CH3:52].Cl. (5) Given the product [C:15]([O:14][C:12](=[O:13])[NH:11][C:9]1[S:10][C:6]([C:4]2[O:3][N:31]=[C:29]([CH3:30])[N:28]=2)=[C:7]([C:19]2[CH:24]=[CH:23][CH:22]=[CH:21][CH:20]=2)[N:8]=1)([CH3:17])([CH3:18])[CH3:16], predict the reactants needed to synthesize it. The reactants are: C([O:3][C:4]([C:6]1[S:10][C:9]([NH:11][C:12]([O:14][C:15]([CH3:18])([CH3:17])[CH3:16])=[O:13])=[N:8][C:7]=1[C:19]1[CH:24]=[CH:23][CH:22]=[CH:21][CH:20]=1)=O)C.[H-].[Na+].O[NH:28][C:29](=[NH:31])[CH3:30].C(OCC)(=O)C. (6) Given the product [NH3:15].[C:18]([O:17][C:16](=[O:22])[NH:15][CH2:14][CH2:13][C:10]1[CH:11]=[CH:12][C:7]([O:6][CH2:1][CH2:2][CH2:3]/[CH:4]=[CH:5]/[C:34]2[CH:35]=[CH:36][C:31]([O:30][CH2:23][C:24]3[CH:29]=[CH:28][CH:27]=[CH:26][CH:25]=3)=[C:32]([C@@H:38]([C:48]3[CH:53]=[CH:52][CH:51]=[CH:50][CH:49]=3)[CH2:39][CH2:40][N:41]([CH:42]([CH3:44])[CH3:43])[CH:45]([CH3:46])[CH3:47])[CH:33]=2)=[CH:8][CH:9]=1)([CH3:21])([CH3:20])[CH3:19], predict the reactants needed to synthesize it. The reactants are: [CH2:1]([O:6][C:7]1[CH:12]=[CH:11][C:10]([CH2:13][CH2:14][NH:15][C:16](=[O:22])[O:17][C:18]([CH3:21])([CH3:20])[CH3:19])=[CH:9][CH:8]=1)[CH2:2][CH2:3][CH:4]=[CH2:5].[CH2:23]([O:30][C:31]1[CH:36]=[CH:35][C:34](Br)=[CH:33][C:32]=1[C@@H:38]([C:48]1[CH:53]=[CH:52][CH:51]=[CH:50][CH:49]=1)[CH2:39][CH2:40][N:41]([CH:45]([CH3:47])[CH3:46])[CH:42]([CH3:44])[CH3:43])[C:24]1[CH:29]=[CH:28][CH:27]=[CH:26][CH:25]=1.C1(C)C=CC=CC=1P(C1C=CC=CC=1C)C1C=CC=CC=1C.C(N(C(C)C)CC)(C)C. (7) Given the product [P:9]([O:19][CH2:20][CH2:21][C:22]([CH3:27])([CH3:26])[C:23]([Cl:36])=[O:24])([O:11][CH2:12][C:13]1[CH:18]=[CH:17][CH:16]=[CH:15][CH:14]=1)([O:8][CH2:1][C:2]1[CH:7]=[CH:6][CH:5]=[CH:4][CH:3]=1)=[O:10], predict the reactants needed to synthesize it. The reactants are: [CH2:1]([O:8][P:9]([O:19][CH2:20][CH2:21][C:22]([CH3:27])([CH3:26])[C:23](O)=[O:24])([O:11][CH2:12][C:13]1[CH:18]=[CH:17][CH:16]=[CH:15][CH:14]=1)=[O:10])[C:2]1[CH:7]=[CH:6][CH:5]=[CH:4][CH:3]=1.CN(C=O)C.C(Cl)(=O)C([Cl:36])=O. (8) Given the product [Br:25][CH2:26][C:27]([NH:16][CH2:15][C:11]1[CH:10]=[C:9]([C:6]2[CH:5]=[CH:4][C:3]([C:2]([F:17])([F:18])[F:1])=[CH:8][CH:7]=2)[CH:14]=[CH:13][CH:12]=1)=[O:28], predict the reactants needed to synthesize it. The reactants are: [F:1][C:2]([F:18])([F:17])[C:3]1[CH:8]=[CH:7][C:6]([C:9]2[CH:14]=[CH:13][CH:12]=[C:11]([CH2:15][NH2:16])[CH:10]=2)=[CH:5][CH:4]=1.N1C=CC=CC=1.[Br:25][CH2:26][C:27](Cl)=[O:28].O.